From a dataset of Reaction yield outcomes from USPTO patents with 853,638 reactions. Predict the reaction yield, written as a fraction of the theoretical maximum amount of product (1.0 means a 100% yield; for example, 0.34 means a 34% yield). (1) The reactants are [NH2:1][CH:2]1[CH2:7][CH2:6][N:5]([CH2:8][CH2:9][N:10]2[C:19]3[C:14](=[CH:15][CH:16]=[C:17]([F:21])[C:18]=3[F:20])[N:13]=[CH:12][C:11]2=[O:22])[CH2:4][CH2:3]1.[O:23]=[C:24]1[CH2:29][O:28][C:27]2[CH:30]=[CH:31][C:32]([CH:34]=O)=[N:33][C:26]=2[NH:25]1.C(O[BH-](OC(=O)C)OC(=O)C)(=O)C.[Na+]. No catalyst specified. The product is [F:21][C:17]1[C:18]([F:20])=[C:19]2[C:14]([N:13]=[CH:12][C:11](=[O:22])[N:10]2[CH2:9][CH2:8][N:5]2[CH2:6][CH2:7][CH:2]([NH:1][CH2:34][C:32]3[CH:31]=[CH:30][C:27]4[O:28][CH2:29][C:24](=[O:23])[NH:25][C:26]=4[N:33]=3)[CH2:3][CH2:4]2)=[CH:15][CH:16]=1. The yield is 0.410. (2) The reactants are [CH3:1][O:2][C:3]1[CH:8]=[C:7]([O:9][CH3:10])[CH:6]=[C:5]([C:11]([F:14])([F:13])[F:12])[C:4]=1[C:15](=O)[CH3:16]. The catalyst is C(OCC)C.Cl.[Zn]. The product is [CH2:15]([C:4]1[C:5]([C:11]([F:12])([F:13])[F:14])=[CH:6][C:7]([O:9][CH3:10])=[CH:8][C:3]=1[O:2][CH3:1])[CH3:16]. The yield is 0.270. (3) The product is [CH3:1][O:2][C:3]([C:5]1([C:8]2[CH:13]=[CH:12][C:11]([O:14][CH2:15][CH2:16][C:17]([OH:19])=[O:18])=[CH:10][CH:9]=2)[CH2:7][CH2:6]1)=[O:4]. The yield is 0.960. The catalyst is Cl. The reactants are [CH3:1][O:2][C:3]([C:5]1([C:8]2[CH:13]=[CH:12][C:11]([O:14][CH2:15][CH2:16][C:17]([O:19]C(C)(C)C)=[O:18])=[CH:10][CH:9]=2)[CH2:7][CH2:6]1)=[O:4]. (4) The reactants are [C:1]([NH:11][C:12]1[CH:17]=[CH:16][C:15]([N:18]2[CH2:23][CH2:22][O:21][CH2:20][CH2:19]2)=[C:14]([F:24])[CH:13]=1)([O:3][CH2:4][C:5]1C=CC=CC=1)=[O:2].CC(C)([O-])C.[Li+].ClC[C@@H](O)[CH2:34][N:35]([CH2:43][C:44]1[CH:49]=[CH:48][CH:47]=[CH:46][CH:45]=1)[CH2:36][C:37]1[CH:42]=[CH:41][CH:40]=[CH:39][CH:38]=1.[Cl-].[NH4+]. The catalyst is C(OCC)(=O)C.C1(C)C=CC=CC=1. The product is [CH2:43]([N:35]([CH2:34][C@@H:4]1[O:3][C:1](=[O:2])[N:11]([C:12]2[CH:17]=[CH:16][C:15]([N:18]3[CH2:19][CH2:20][O:21][CH2:22][CH2:23]3)=[C:14]([F:24])[CH:13]=2)[CH2:5]1)[CH2:36][C:37]1[CH:42]=[CH:41][CH:40]=[CH:39][CH:38]=1)[C:44]1[CH:49]=[CH:48][CH:47]=[CH:46][CH:45]=1. The yield is 0.600. (5) The product is [F:26][C:27]1[CH:32]=[CH:31][CH:30]=[CH:29][C:28]=1[C:2]1[S:6][C:5]([CH2:7][N:8]([CH3:16])[C:9](=[O:15])[O:10][C:11]([CH3:14])([CH3:13])[CH3:12])=[CH:4][C:3]=1[S:17]([C:20]1[CH:21]=[N:22][CH:23]=[CH:24][CH:25]=1)(=[O:19])=[O:18]. The catalyst is [Pd].C1(P(C2C=CC=CC=2)C2C=CC=CC=2)C=CC=CC=1.C1(P(C2C=CC=CC=2)C2C=CC=CC=2)C=CC=CC=1.C1(P(C2C=CC=CC=2)C2C=CC=CC=2)C=CC=CC=1.C1(P(C2C=CC=CC=2)C2C=CC=CC=2)C=CC=CC=1.O. The yield is 0.920. The reactants are Br[C:2]1[S:6][C:5]([CH2:7][N:8]([CH3:16])[C:9](=[O:15])[O:10][C:11]([CH3:14])([CH3:13])[CH3:12])=[CH:4][C:3]=1[S:17]([C:20]1[CH:21]=[N:22][CH:23]=[CH:24][CH:25]=1)(=[O:19])=[O:18].[F:26][C:27]1[CH:32]=[CH:31][CH:30]=[CH:29][C:28]=1B(O)O.C(=O)([O-])[O-].[Na+].[Na+].COCCOC. (6) The reactants are [OH:1][C:2]1[CH:3]=[C:4]([C:8](=[O:19])[C:9]([C:11]2[CH:16]=[CH:15][C:14]([O:17][CH3:18])=[CH:13][CH:12]=2)=[O:10])[CH:5]=[CH:6][CH:7]=1.[F-].[Cs+].FC(F)(F)S(O[C:28]1[CH:33]=[CH:32][CH:31]=[CH:30][C:29]=1[Si](C)(C)C)(=O)=O.C(OCC)(=O)C. The catalyst is C(#N)C. The product is [CH3:18][O:17][C:14]1[CH:15]=[CH:16][C:11]([C:9](=[O:10])[C:8]([C:4]2[CH:5]=[CH:6][CH:7]=[C:2]([O:1][C:28]3[CH:33]=[CH:32][CH:31]=[CH:30][CH:29]=3)[CH:3]=2)=[O:19])=[CH:12][CH:13]=1. The yield is 0.640. (7) The reactants are [C:1]([C:3]1[C:8]([CH3:9])=[CH:7][CH:6]=[CH:5][C:4]=1[S:10]([NH2:13])(=[O:12])=[O:11])#[N:2].[CH2:14]([O:16][C:17](OCC)(OCC)[O:18][CH2:19][CH3:20])[CH3:15]. The catalyst is C(O)C. The product is [C:1]([C:3]1[C:8]([CH3:9])=[CH:7][CH:6]=[CH:5][C:4]=1[S:10]([N:13]=[C:17]([O:18][CH2:19][CH3:20])[O:16][CH2:14][CH3:15])(=[O:12])=[O:11])#[N:2]. The yield is 0.900. (8) The reactants are [Cl:1][C:2]1[CH:7]=[C:6]([O:8][CH3:9])[C:5]([F:10])=[CH:4][C:3]=1[C:11]1[CH:16]=[CH:15][NH:14][C:13](=O)[C:12]=1[N+:18]([O-:20])=[O:19].FC(F)(F)S(O)(=O)=O.[CH3:29][O:30][CH2:31][CH:32]([NH2:35])[CH2:33][CH3:34]. No catalyst specified. The product is [Cl:1][C:2]1[CH:7]=[C:6]([O:8][CH3:9])[C:5]([F:10])=[CH:4][C:3]=1[C:11]1[CH:16]=[CH:15][N:14]=[C:13]([NH:35][CH:32]([CH2:31][O:30][CH3:29])[CH2:33][CH3:34])[C:12]=1[N+:18]([O-:20])=[O:19]. The yield is 0.130. (9) The reactants are [CH3:1][NH:2][C:3]([C@@H:5]1[C@@H:9]([O:10][Si](C(C)(C)C)(C)C)[C@@H:8]([O:18][Si](C(C)(C)C)(C)C)[C@H:7]([N:26]2[CH:34]=[N:33][C:32]3[C:27]2=[N:28][C:29]([Cl:37])=[N:30][C:31]=3[NH:35][CH3:36])[S:6]1)=[O:4].[F-].C([N+](CCCC)(CCCC)CCCC)CCC. The catalyst is O1CCCC1. The product is [CH3:1][NH:2][C:3]([C@@H:5]1[C@@H:9]([OH:10])[C@@H:8]([OH:18])[C@H:7]([N:26]2[CH:34]=[N:33][C:32]3[C:27]2=[N:28][C:29]([Cl:37])=[N:30][C:31]=3[NH:35][CH3:36])[S:6]1)=[O:4]. The yield is 0.650.